Dataset: Catalyst prediction with 721,799 reactions and 888 catalyst types from USPTO. Task: Predict which catalyst facilitates the given reaction. (1) Reactant: [CH2:1]([NH:8][CH3:9])[C:2]1[CH:7]=[CH:6][CH:5]=[CH:4][CH:3]=1.[O:10]1[CH2:14][CH2:13][CH2:12][C@@H:11]1[C:15]([OH:17])=O.[B-](F)(F)(F)F.CN(C(ON1N=NC2C1=CC=CC=2)=[N+](C)C)C.C(=O)([O-])O.[Na+]. Product: [CH2:1]([N:8]([CH3:9])[C:15]([C@H:11]1[CH2:12][CH2:13][CH2:14][O:10]1)=[O:17])[C:2]1[CH:7]=[CH:6][CH:5]=[CH:4][CH:3]=1. The catalyst class is: 54. (2) Reactant: [S-:1][C:2]#[N:3].[NH4+].II.[Cl:7][C:8]1[C:9]([CH3:15])=[C:10]([CH:12]=[CH:13][CH:14]=1)[NH2:11].O. Product: [NH2:11][C:10]1[CH:12]=[CH:13][C:14]([S:1][C:2]#[N:3])=[C:8]([Cl:7])[C:9]=1[CH3:15]. The catalyst class is: 5.